The task is: Regression. Given a peptide amino acid sequence and an MHC pseudo amino acid sequence, predict their binding affinity value. This is MHC class II binding data.. This data is from Peptide-MHC class II binding affinity with 134,281 pairs from IEDB. (1) The peptide sequence is GAGLAGAAIGSVGLGKVLID. The MHC is DRB1_0401 with pseudo-sequence DRB1_0401. The binding affinity (normalized) is 0.464. (2) The peptide sequence is TNDNNLYKLHGGHVS. The MHC is HLA-DQA10501-DQB10303 with pseudo-sequence HLA-DQA10501-DQB10303. The binding affinity (normalized) is 0.388. (3) The peptide sequence is VSWEEEAEISGSSAR. The MHC is HLA-DQA10501-DQB10302 with pseudo-sequence HLA-DQA10501-DQB10302. The binding affinity (normalized) is 0.325. (4) The peptide sequence is HVRVSQPSLILVSQY. The MHC is DRB5_0101 with pseudo-sequence DRB5_0101. The binding affinity (normalized) is 0.574.